From a dataset of Full USPTO retrosynthesis dataset with 1.9M reactions from patents (1976-2016). Predict the reactants needed to synthesize the given product. (1) The reactants are: [CH3:1][O:2][CH2:3][C@@H:4]1[CH2:8][N:7]([C:9]([O:11][C:12]([CH3:15])([CH3:14])[CH3:13])=[O:10])[CH:6]([C:16]([O:18][CH2:19][C:20](=[O:40])[C:21]2[CH:22]=[CH:23][C:24]3[C:33]4[CH:32]=[C:31]5[CH2:34][CH2:35][CH2:36][C:37](=[O:38])[C:30]5=[CH:29][C:28]=4[O:27][CH2:26][C:25]=3[CH:39]=2)=[O:17])[CH2:5]1.[Br-:41].[Br-].[Br-].[NH+]1C=CC=CC=1.[NH+]1C=CC=CC=1.[NH+]1C=CC=CC=1. Given the product [CH3:1][O:2][CH2:3][C@@H:4]1[CH2:8][N:7]([C:9]([O:11][C:12]([CH3:15])([CH3:13])[CH3:14])=[O:10])[C@H:6]([C:16]([O:18][CH2:19][C:20]([C:21]2[CH:22]=[CH:23][C:24]3[C:33]4[CH:32]=[C:31]5[CH2:34][CH2:35][CH:36]([Br:41])[C:37](=[O:38])[C:30]5=[CH:29][C:28]=4[O:27][CH2:26][C:25]=3[CH:39]=2)=[O:40])=[O:17])[CH2:5]1, predict the reactants needed to synthesize it. (2) Given the product [CH3:34][N:35]([CH3:40])[S:36]([NH:39][C:4](=[O:5])[C:3]1[CH:7]=[C:8]([F:12])[C:9]([CH3:11])=[CH:10][C:2]=1[F:1])(=[O:38])=[O:37], predict the reactants needed to synthesize it. The reactants are: [F:1][C:2]1[CH:10]=[C:9]([CH3:11])[C:8]([F:12])=[CH:7][C:3]=1[C:4](O)=[O:5].C(N=C=NCCCN(C)C)C.Cl.C(N(CC)C(C)C)(C)C.[CH3:34][N:35]([CH3:40])[S:36]([NH2:39])(=[O:38])=[O:37]. (3) The reactants are: [C:1]([C:3]1[CH:35]=[CH:34][C:6]([CH2:7][O:8][NH:9][C:10]([C:12]2[CH:17]=[CH:16][CH:15]=[CH:14][C:13]=2[NH:18][CH2:19][C:20]2[CH:25]=[CH:24][N:23]=[C:22]([NH:26][C:27]([CH2:29][O:30]C(=O)C)=[O:28])[CH:21]=2)=[O:11])=[CH:5][CH:4]=1)#[N:2].[OH-].[Na+].Cl. Given the product [C:1]([C:3]1[CH:35]=[CH:34][C:6]([CH2:7][O:8][NH:9][C:10](=[O:11])[C:12]2[CH:17]=[CH:16][CH:15]=[CH:14][C:13]=2[NH:18][CH2:19][C:20]2[CH:25]=[CH:24][N:23]=[C:22]([NH:26][C:27](=[O:28])[CH2:29][OH:30])[CH:21]=2)=[CH:5][CH:4]=1)#[N:2], predict the reactants needed to synthesize it. (4) Given the product [C:26]([O-:27])(=[O:37])[CH3:25].[NH4+:5].[CH3:28][O:27][CH2:26][CH2:25][N:5]1[C:4]2[CH2:11][O:10][CH2:9][C:8]=2[S:7][C:6]1=[N:12][C:13]([C:15]12[CH2:16][CH:17]3[CH2:18][CH:19]([CH2:20][CH:21]([CH2:23]3)[CH2:22]1)[CH2:24]2)=[O:14], predict the reactants needed to synthesize it. The reactants are: C(O[C:4]12[CH2:11][O:10][CH2:9][CH:8]1[S:7]/[C:6](=[N:12]\[C:13]([C:15]13[CH2:24][CH:19]4[CH2:20][CH:21]([CH2:23][CH:17]([CH2:18]4)[CH2:16]1)[CH2:22]3)=[O:14])/[N:5]2[CH2:25][CH2:26][O:27][CH3:28])C.O.C1(C)C=CC(S(O)(=O)=[O:37])=CC=1. (5) Given the product [F:17][C:12]1[CH:13]=[C:14]([F:33])[CH:15]=[CH:16][C:11]=1[N:10]1[C:5]2[CH:4]=[CH:3][C:2]([F:1])=[CH:25][C:6]=2[CH2:7][CH:8]([CH2:20][CH2:21][CH2:22][NH:23][CH3:24])[S:9]1(=[O:19])=[O:18], predict the reactants needed to synthesize it. The reactants are: [F:1][C:2]1[CH:3]=[CH:4][C:5]2[N:10]([C:11]3[CH:16]=[CH:15][CH:14]=[CH:13][C:12]=3[F:17])[S:9](=[O:19])(=[O:18])[CH:8]([CH2:20][CH2:21][CH2:22][NH:23][CH3:24])[CH2:7][C:6]=2[CH:25]=1.BrC1C=CC([F:33])=CC=1CCS(Cl)(=O)=O.FC1C=C(F)C=CC=1N.CN(C)CC. (6) Given the product [Cl:13][C:14]1[CH:15]=[C:16]([S:21]([NH:7][C:6](=[NH:8])[C:5]2[CH:9]=[CH:10][C:11]([CH3:12])=[C:3]([F:2])[CH:4]=2)(=[O:22])=[O:23])[CH:17]=[CH:18][C:19]=1[F:20], predict the reactants needed to synthesize it. The reactants are: Cl.[F:2][C:3]1[CH:4]=[C:5]([CH:9]=[CH:10][C:11]=1[CH3:12])[C:6]([NH2:8])=[NH:7].[Cl:13][C:14]1[CH:15]=[C:16]([S:21](Cl)(=[O:23])=[O:22])[CH:17]=[CH:18][C:19]=1[F:20].CN1CCOCC1. (7) Given the product [CH3:22][C:21]1([CH3:23])[C:2]2[CH:3]=[CH:4][C:5]3[C:6]4[CH:7]=[CH:8][CH:9]=[CH:10][C:11]=4[NH:12][C:13]=3[C:1]=2[NH:14][C:15]2[CH:20]=[CH:19][CH:18]=[CH:17][C:16]1=2, predict the reactants needed to synthesize it. The reactants are: [C:1]1([NH:14][C:15]2[CH:20]=[CH:19][CH:18]=[CH:17][C:16]=2[C:21](O)([CH3:23])[CH3:22])[C:13]2[NH:12][C:11]3[C:6](=[CH:7][CH:8]=[CH:9][CH:10]=3)[C:5]=2[CH:4]=[CH:3][CH:2]=1. (8) Given the product [CH:13]([C:12]1[CH:15]=[C:8]([C:22]2[CH:23]=[CH:24][C:19]([C:17]#[N:18])=[CH:20][CH:21]=2)[CH:9]=[CH:10][C:11]=1[OH:16])=[O:14], predict the reactants needed to synthesize it. The reactants are: C([O-])([O-])=O.[Na+].[Na+].Br[C:8]1[CH:9]=[CH:10][C:11]([OH:16])=[C:12]([CH:15]=1)[CH:13]=[O:14].[C:17]([C:19]1[CH:24]=[CH:23][C:22](B(O)O)=[CH:21][CH:20]=1)#[N:18].CCO. (9) Given the product [O:35]=[S:25]1(=[O:24])[CH2:30][CH2:29][N:28]([CH2:31][CH2:32][CH2:33][O:1][C:2]2[C:11]3[N:10]=[C:9]([NH:12][C:13](=[O:20])[C:14]4[CH:19]=[CH:18][CH:17]=[N:16][CH:15]=4)[N:8]4[CH2:21][CH2:22][N:23]=[C:7]4[C:6]=3[CH:5]=[CH:4][CH:3]=2)[CH2:27][CH2:26]1, predict the reactants needed to synthesize it. The reactants are: [OH:1][C:2]1[C:11]2[N:10]=[C:9]([NH:12][C:13](=[O:20])[C:14]3[CH:19]=[CH:18][CH:17]=[N:16][CH:15]=3)[N:8]3[CH2:21][CH2:22][N:23]=[C:7]3[C:6]=2[CH:5]=[CH:4][CH:3]=1.[O:24]=[S:25]1(=[O:35])[CH2:30][CH2:29][N:28]([CH2:31][CH2:32][CH2:33]O)[CH2:27][CH2:26]1.